Dataset: Forward reaction prediction with 1.9M reactions from USPTO patents (1976-2016). Task: Predict the product of the given reaction. (1) Given the reactants [CH:1]1([N:7]2[C:11]3[N:12]=[C:13]([NH:16][C:17]4[CH:25]=[CH:24][C:20]([C:21](O)=[O:22])=[CH:19][N:18]=4)[N:14]=[CH:15][C:10]=3[CH:9]=[C:8]2[C:26](=[O:30])[N:27]([CH3:29])[CH3:28])[CH2:6][CH2:5][CH2:4][CH2:3][CH2:2]1.CCN(C(C)C)C(C)C.CN(C(ON1N=NC2C=CC=CC1=2)=[N+](C)C)C.F[P-](F)(F)(F)(F)F.[C:64]([O:68][C:69]([N:71]1[CH:76]2[CH2:77][CH2:78][CH:72]1[CH2:73][NH:74][CH2:75]2)=[O:70])([CH3:67])([CH3:66])[CH3:65], predict the reaction product. The product is: [C:64]([O:68][C:69]([N:71]1[CH:72]2[CH2:78][CH2:77][CH:76]1[CH2:75][N:74]([C:21]([C:20]1[CH:19]=[N:18][C:17]([NH:16][C:13]3[N:14]=[CH:15][C:10]4[CH:9]=[C:8]([C:26](=[O:30])[N:27]([CH3:29])[CH3:28])[N:7]([CH:1]5[CH2:6][CH2:5][CH2:4][CH2:3][CH2:2]5)[C:11]=4[N:12]=3)=[CH:25][CH:24]=1)=[O:22])[CH2:73]2)=[O:70])([CH3:67])([CH3:65])[CH3:66]. (2) Given the reactants [CH3:1][C:2]1[S:3][C:4]([C:8]2[CH:23]=[CH:22][C:11]([CH2:12][NH:13][C:14]([C@@H:16]3[CH2:20][C@@H:19]([OH:21])[CH2:18][NH:17]3)=[O:15])=[CH:10][CH:9]=2)=[C:5]([CH3:7])[N:6]=1.[C:24]([NH:27][C@@H:28]([CH3:32])[C:29](O)=[O:30])(=[O:26])[CH3:25].CCN(C(C)C)C(C)C.CN(C(ON1N=NC2C=CC=NC1=2)=[N+](C)C)C.F[P-](F)(F)(F)(F)F, predict the reaction product. The product is: [C:24]([NH:27][C@@H:28]([CH3:32])[C:29]([N:17]1[CH2:18][C@H:19]([OH:21])[CH2:20][C@H:16]1[C:14]([NH:13][CH2:12][C:11]1[CH:10]=[CH:9][C:8]([C:4]2[S:3][C:2]([CH3:1])=[N:6][C:5]=2[CH3:7])=[CH:23][CH:22]=1)=[O:15])=[O:30])(=[O:26])[CH3:25]. (3) Given the reactants [O:1]=[C:2]1[CH:11]=[CH:10][C:9]2[C:4](=[CH:5][C:6]([C:12]#[N:13])=[CH:7][CH:8]=2)[NH:3]1.CS(O[CH2:19][CH2:20][N:21]1[CH2:26][CH2:25][C@@H:24]([NH:27][C:28]([O:30][C:31]([CH3:34])([CH3:33])[CH3:32])=[O:29])[C@@H:23]([O:35][CH3:36])[CH2:22]1)(=O)=O.[H-].[Na+], predict the reaction product. The product is: [C:12]([C:6]1[CH:5]=[C:4]2[C:9]([CH:10]=[CH:11][C:2](=[O:1])[N:3]2[CH2:19][CH2:20][N:21]2[CH2:26][CH2:25][C@@H:24]([NH:27][C:28](=[O:29])[O:30][C:31]([CH3:32])([CH3:34])[CH3:33])[C@@H:23]([O:35][CH3:36])[CH2:22]2)=[CH:8][CH:7]=1)#[N:13]. (4) The product is: [N+:1]([C:4]1[CH:9]=[CH:8][C:7]([N:10]2[CH:14]=[C:13]([C:15]([F:18])([F:17])[F:16])[N:12]=[C:11]2[CH2:19][OH:20])=[CH:6][CH:5]=1)([O-:3])=[O:2]. Given the reactants [N+:1]([C:4]1[CH:9]=[CH:8][C:7]([N:10]2[CH:14]=[C:13]([C:15]([F:18])([F:17])[F:16])[N:12]=[C:11]2[CH:19]=[O:20])=[CH:6][CH:5]=1)([O-:3])=[O:2].[BH4-].[Na+], predict the reaction product. (5) The product is: [Br:28][CH:7]([C:3]1[CH:2]=[N:1][CH:6]=[CH:5][CH:4]=1)[C:8]([O:10][CH2:11][CH3:12])=[O:9]. Given the reactants [N:1]1[CH:6]=[CH:5][CH:4]=[C:3]([CH2:7][C:8]([O:10][CH2:11][CH3:12])=[O:9])[CH:2]=1.C[Si]([N-][Si](C)(C)C)(C)C.[Li+].Cl[Si](C)(C)C.[Br:28]N1C(=O)CCC1=O, predict the reaction product.